This data is from hERG potassium channel inhibition data for cardiac toxicity prediction from Karim et al.. The task is: Regression/Classification. Given a drug SMILES string, predict its toxicity properties. Task type varies by dataset: regression for continuous values (e.g., LD50, hERG inhibition percentage) or binary classification for toxic/non-toxic outcomes (e.g., AMES mutagenicity, cardiotoxicity, hepatotoxicity). Dataset: herg_karim. (1) The compound is CN(C)C(=N)c1ccc(C(=O)Nc2ccc(Sc3ccc(C(=O)O)cc3)cc2C(=O)Nc2ccc(Cl)cn2)cc1. The result is 1 (blocker). (2) The molecule is CN(C)C(=O)c1ccc(C2=CC3(CCNCC3)Oc3ccccc32)cc1. The result is 0 (non-blocker).